This data is from Forward reaction prediction with 1.9M reactions from USPTO patents (1976-2016). The task is: Predict the product of the given reaction. (1) Given the reactants [Cl:1][C:2]1[CH:8]=[CH:7][C:5]([NH2:6])=[CH:4][C:3]=1[CH3:9].C(N(CC)CC)C.[C:17](Cl)(Cl)=[O:18], predict the reaction product. The product is: [Cl:1][C:2]1[CH:8]=[CH:7][C:5]([N:6]=[C:17]=[O:18])=[CH:4][C:3]=1[CH3:9]. (2) Given the reactants [N:1]1[C:10]2[C:5](=[CH:6][C:7]([C:11]([OH:13])=O)=[CH:8][CH:9]=2)[CH:4]=[CH:3][CH:2]=1.S(Cl)([Cl:16])=O, predict the reaction product. The product is: [ClH:16].[N:1]1[C:10]2[C:5](=[CH:6][C:7]([C:11]([Cl:16])=[O:13])=[CH:8][CH:9]=2)[CH:4]=[CH:3][CH:2]=1.